Dataset: NCI-60 drug combinations with 297,098 pairs across 59 cell lines. Task: Regression. Given two drug SMILES strings and cell line genomic features, predict the synergy score measuring deviation from expected non-interaction effect. Drug 1: CC12CCC3C(C1CCC2OP(=O)(O)O)CCC4=C3C=CC(=C4)OC(=O)N(CCCl)CCCl.[Na+]. Drug 2: N.N.Cl[Pt+2]Cl. Cell line: OVCAR-4. Synergy scores: CSS=56.9, Synergy_ZIP=0.940, Synergy_Bliss=2.60, Synergy_Loewe=-40.2, Synergy_HSA=0.911.